This data is from NCI-60 drug combinations with 297,098 pairs across 59 cell lines. The task is: Regression. Given two drug SMILES strings and cell line genomic features, predict the synergy score measuring deviation from expected non-interaction effect. (1) Drug 1: C1=NC2=C(N1)C(=S)N=CN2. Drug 2: CCCCCOC(=O)NC1=NC(=O)N(C=C1F)C2C(C(C(O2)C)O)O. Cell line: LOX IMVI. Synergy scores: CSS=9.94, Synergy_ZIP=-2.42, Synergy_Bliss=1.32, Synergy_Loewe=0.136, Synergy_HSA=0.0372. (2) Drug 1: CC(CN1CC(=O)NC(=O)C1)N2CC(=O)NC(=O)C2. Drug 2: CC1CCC2CC(C(=CC=CC=CC(CC(C(=O)C(C(C(=CC(C(=O)CC(OC(=O)C3CCCCN3C(=O)C(=O)C1(O2)O)C(C)CC4CCC(C(C4)OC)OCCO)C)C)O)OC)C)C)C)OC. Cell line: UACC-257. Synergy scores: CSS=-4.58, Synergy_ZIP=0.897, Synergy_Bliss=-3.24, Synergy_Loewe=-8.22, Synergy_HSA=-7.88.